This data is from Full USPTO retrosynthesis dataset with 1.9M reactions from patents (1976-2016). The task is: Predict the reactants needed to synthesize the given product. Given the product [CH3:1][O:2][C:3]1[CH:8]=[CH:7][C:6]([CH2:17][C:18](=[O:19])[CH3:20])=[CH:5][CH:4]=1, predict the reactants needed to synthesize it. The reactants are: [CH3:1][O:2][C:3]1[CH:8]=[CH:7][C:6](Cl)=[CH:5][CH:4]=1.P.C([O-])([O-])=O.[Cs+].[Cs+].[CH3:17][C:18]([CH3:20])=[O:19].